From a dataset of Full USPTO retrosynthesis dataset with 1.9M reactions from patents (1976-2016). Predict the reactants needed to synthesize the given product. (1) Given the product [OH:4][C:5]1([CH3:1])[CH2:10][CH2:9][CH:8]([CH2:11][C:12]([OH:14])=[O:13])[CH2:7][CH2:6]1, predict the reactants needed to synthesize it. The reactants are: [CH3:1][Mg+].[Br-].[O:4]=[C:5]1[CH2:10][CH2:9][CH:8]([CH2:11][C:12]([OH:14])=[O:13])[CH2:7][CH2:6]1. (2) Given the product [CH3:41][C:36]1[CH:37]=[CH:38][CH:39]=[CH:40][C:35]=1[NH:34][C:10]([CH:9]([NH:8][C:6](=[O:7])[O:5][C:1]([CH3:2])([CH3:3])[CH3:4])[C:13]1[CH:18]=[CH:17][CH:16]=[CH:15][CH:14]=1)=[O:12], predict the reactants needed to synthesize it. The reactants are: [C:1]([O:5][C:6]([NH:8][CH:9]([C:13]1[CH:18]=[CH:17][CH:16]=[CH:15][CH:14]=1)[C:10]([OH:12])=O)=[O:7])([CH3:4])([CH3:3])[CH3:2].CN1CCOCC1.C(OC(Cl)=O)C(C)C.[NH2:34][C:35]1[C:36]([CH3:41])=[CH:37][CH:38]=[CH:39][CH:40]=1. (3) Given the product [ClH:8].[CH3:1][C:2]1[N:3]=[C:4]([NH:7][C:9]2[CH:14]=[C:13]([O:15][C:16]3[C:25]4[CH2:24][CH2:23][CH2:22][CH2:21][C:20]=4[CH:19]=[CH:18][CH:17]=3)[CH:12]=[CH:11][N:10]=2)[S:5][CH:6]=1, predict the reactants needed to synthesize it. The reactants are: [CH3:1][C:2]1[N:3]=[C:4]([NH2:7])[S:5][CH:6]=1.[Cl:8][C:9]1[CH:14]=[C:13]([O:15][C:16]2[C:25]3[CH2:24][CH2:23][CH2:22][CH2:21][C:20]=3[CH:19]=[CH:18][CH:17]=2)[CH:12]=[CH:11][N:10]=1.P([O-])([O-])([O-])=O.[K+].[K+].[K+]. (4) Given the product [S:1]1[C:6]2[CH:7]=[CH:8][CH:9]=[CH:10][C:5]=2[NH:4][CH2:3][CH2:2]1, predict the reactants needed to synthesize it. The reactants are: [S:1]1[C:6]2[CH:7]=[CH:8][CH:9]=[CH:10][C:5]=2[NH:4][C:3](=O)[CH2:2]1.[H-].[Al+3].[Li+].[H-].[H-].[H-].C(OCC)(=O)C.